From a dataset of NCI-60 drug combinations with 297,098 pairs across 59 cell lines. Regression. Given two drug SMILES strings and cell line genomic features, predict the synergy score measuring deviation from expected non-interaction effect. (1) Drug 1: C1=CC=C(C=C1)NC(=O)CCCCCCC(=O)NO. Drug 2: CC(C)(C#N)C1=CC(=CC(=C1)CN2C=NC=N2)C(C)(C)C#N. Cell line: DU-145. Synergy scores: CSS=-0.637, Synergy_ZIP=2.40, Synergy_Bliss=3.00, Synergy_Loewe=0.0715, Synergy_HSA=-1.85. (2) Drug 1: C1CC(=O)NC(=O)C1N2CC3=C(C2=O)C=CC=C3N. Drug 2: CC1C(C(CC(O1)OC2CC(CC3=C2C(=C4C(=C3O)C(=O)C5=C(C4=O)C(=CC=C5)OC)O)(C(=O)CO)O)N)O.Cl. Cell line: LOX IMVI. Synergy scores: CSS=51.4, Synergy_ZIP=3.67, Synergy_Bliss=-2.93, Synergy_Loewe=-20.2, Synergy_HSA=-0.617.